This data is from Peptide-MHC class I binding affinity with 185,985 pairs from IEDB/IMGT. The task is: Regression. Given a peptide amino acid sequence and an MHC pseudo amino acid sequence, predict their binding affinity value. This is MHC class I binding data. (1) The peptide sequence is QAWCWFGGK. The MHC is HLA-A03:01 with pseudo-sequence HLA-A03:01. The binding affinity (normalized) is 0.273. (2) The peptide sequence is GIIITVGMLI. The MHC is HLA-A02:02 with pseudo-sequence HLA-A02:02. The binding affinity (normalized) is 0.244.